From a dataset of Forward reaction prediction with 1.9M reactions from USPTO patents (1976-2016). Predict the product of the given reaction. (1) Given the reactants CS(C1N=C(OC)C(C2C=CC(Cl)=CC=2)=C(C2C=CC(Cl)=CC=2Cl)N=1)(=O)=O.[CH3:28][O:29][C:30]1[N:35]=[C:34](S(C)(=O)=O)[C:33]([C:40]2[CH:45]=[CH:44][C:43]([Cl:46])=[CH:42][CH:41]=2)=[C:32]([C:47]2[CH:52]=[CH:51][C:50]([Cl:53])=[CH:49][C:48]=2[Cl:54])[N:31]=1.C([Li])CCC.[F:60][C:61]1[CH:66]=[CH:65][C:64]([OH:67])=[CH:63][CH:62]=1, predict the reaction product. The product is: [CH3:28][O:29][C:30]1[N:35]=[C:34]([O:67][C:64]2[CH:65]=[CH:66][C:61]([F:60])=[CH:62][CH:63]=2)[C:33]([C:40]2[CH:45]=[CH:44][C:43]([Cl:46])=[CH:42][CH:41]=2)=[C:32]([C:47]2[CH:52]=[CH:51][C:50]([Cl:53])=[CH:49][C:48]=2[Cl:54])[N:31]=1. (2) Given the reactants [CH2:1]([CH:3]1[CH2:8][N:7]([CH:9]2[CH2:12][O:11][CH2:10]2)[CH2:6][CH2:5][N:4]1[C:13]1[CH:14]=[CH:15][C:16]([NH:19][C:20]2[C:25](=[O:26])[N:24]([CH3:27])[CH:23]=[C:22]([C:28]3[C:33]([CH:34]=[O:35])=[C:32]([N:36]4[CH2:48][CH2:47][C:46]5[N:45]6[C:40]([CH2:41][CH2:42][CH2:43][CH2:44]6)=[CH:39][C:38]=5[C:37]4=[O:49])[N:31]=[CH:30][CH:29]=3)[CH:21]=2)=[N:17][CH:18]=1)[CH3:2].[BH4-].[Na+].O, predict the reaction product. The product is: [CH2:1]([C@H:3]1[CH2:8][N:7]([CH:9]2[CH2:10][O:11][CH2:12]2)[CH2:6][CH2:5][N:4]1[C:13]1[CH:14]=[CH:15][C:16]([NH:19][C:20]2[C:25](=[O:26])[N:24]([CH3:27])[CH:23]=[C:22]([C:28]3[CH:29]=[CH:30][N:31]=[C:32]([N:36]4[CH2:48][CH2:47][C:46]5[N:45]6[C:40]([CH2:41][CH2:42][CH2:43][CH2:44]6)=[CH:39][C:38]=5[C:37]4=[O:49])[C:33]=3[CH2:34][OH:35])[CH:21]=2)=[N:17][CH:18]=1)[CH3:2]. (3) Given the reactants [C:1]([C:4]1[C:12]2[C:7](=[CH:8][CH:9]=[C:10](C(O)=O)[CH:11]=2)[N:6]([CH2:16][C:17]([N:19]2[C@H:24]([C:25](=[O:41])[NH:26][C:27]3[C:28]([F:40])=[C:29]([C:33]4[CH:38]=[CH:37][CH:36]=[CH:35][C:34]=4[Cl:39])[CH:30]=[CH:31][CH:32]=3)[CH2:23][C@@H:22]3[C@H:20]2[CH2:21]3)=[O:18])[N:5]=1)(=[O:3])[NH2:2].[N-:42]=[C:43]=[O:44].[F:45][C:46]1([F:52])[CH2:51][CH2:50][CH2:49][NH:48][CH2:47]1, predict the reaction product. The product is: [Cl:39][C:34]1[CH:35]=[CH:36][CH:37]=[CH:38][C:33]=1[C:29]1[CH:30]=[CH:31][CH:32]=[C:27]([NH:26][C:25]([C@@H:24]2[CH2:23][C@@H:22]3[C@@H:20]([CH2:21]3)[N:19]2[C:17](=[O:18])[CH2:16][N:6]2[C:7]3[C:12](=[CH:11][C:10]([NH:42][C:43]([N:48]4[CH2:49][CH2:50][CH2:51][C:46]([F:52])([F:45])[CH2:47]4)=[O:44])=[CH:9][CH:8]=3)[C:4]([C:1]([NH2:2])=[O:3])=[N:5]2)=[O:41])[C:28]=1[F:40]. (4) Given the reactants Cl[C:2]1[N:7]=[C:6]([S:8][CH3:9])[N:5]=[C:4]([NH:10][C:11]2[CH:12]=[C:13]([CH:19]=[CH:20][C:21]=2[CH3:22])[C:14]([NH:16][O:17][CH3:18])=[O:15])[C:3]=1[C:23]#[N:24].Cl.[CH3:26][NH:27][CH2:28][C:29]([CH3:32])([CH3:31])[CH3:30].CCN(C(C)C)C(C)C, predict the reaction product. The product is: [C:23]([C:3]1[C:4]([NH:10][C:11]2[CH:12]=[C:13]([CH:19]=[CH:20][C:21]=2[CH3:22])[C:14]([NH:16][O:17][CH3:18])=[O:15])=[N:5][C:6]([S:8][CH3:9])=[N:7][C:2]=1[N:27]([CH2:28][C:29]([CH3:32])([CH3:31])[CH3:30])[CH3:26])#[N:24].